This data is from Full USPTO retrosynthesis dataset with 1.9M reactions from patents (1976-2016). The task is: Predict the reactants needed to synthesize the given product. (1) The reactants are: [CH2:1]([O:3][C:4](=[O:21])[CH2:5][C:6]1[CH:7]=[N:8][N:9]([CH2:12][C:13]2[CH:18]=[C:17]([Br:19])[CH:16]=[CH:15][C:14]=2[OH:20])[C:10]=1[CH3:11])[CH3:2].C1(P(C2C=CC=CC=2)C2C=CC=CC=2)C=CC=CC=1.CC(OC(/N=N/C(OC(C)(C)C)=O)=O)(C)C.[CH2:57]([CH:59]([CH2:62][CH3:63])[CH2:60]O)[CH3:58]. Given the product [CH2:1]([O:3][C:4](=[O:21])[CH2:5][C:6]1[CH:7]=[N:8][N:9]([CH2:12][C:13]2[CH:18]=[C:17]([Br:19])[CH:16]=[CH:15][C:14]=2[O:20][CH2:60][CH:59]([CH2:62][CH3:63])[CH2:57][CH3:58])[C:10]=1[CH3:11])[CH3:2], predict the reactants needed to synthesize it. (2) Given the product [CH2:1]([C:4]1[CH:15]=[CH:14][C:7]2[O:8][CH2:9][C:18](=[O:20])[CH2:17][O:16][C:6]=2[CH:5]=1)[CH:2]=[CH2:3], predict the reactants needed to synthesize it. The reactants are: [CH2:1]([C:4]1[CH:15]=[CH:14][C:7]([O:8][CH2:9]C(OC)=O)=[C:6]([O:16][CH2:17][C:18]([O:20]CC)=O)[CH:5]=1)[CH:2]=[CH2:3].[H-].[Na+].Cl.